From a dataset of Reaction yield outcomes from USPTO patents with 853,638 reactions. Predict the reaction yield, written as a fraction of the theoretical maximum amount of product (1.0 means a 100% yield; for example, 0.34 means a 34% yield). The reactants are Br[C:2]1[CH:7]=[CH:6][C:5]([O:8][CH3:9])=[C:4]([O:10][CH2:11][CH3:12])[CH:3]=1.C([Li])CCC.[CH3:18][N:19]([CH3:28])[C:20]1[CH:27]=[CH:26][C:23]([CH:24]=[O:25])=[CH:22][CH:21]=1.C(O)(C)C. The catalyst is C1COCC1.O. The product is [CH3:18][N:19]([CH3:28])[C:20]1[CH:27]=[CH:26][C:23]([CH:24]([C:2]2[CH:7]=[CH:6][C:5]([O:8][CH3:9])=[C:4]([O:10][CH2:11][CH3:12])[CH:3]=2)[OH:25])=[CH:22][CH:21]=1. The yield is 0.640.